This data is from Full USPTO retrosynthesis dataset with 1.9M reactions from patents (1976-2016). The task is: Predict the reactants needed to synthesize the given product. Given the product [CH2:39]([O:38][C:34](=[O:37])[CH2:35][O:36][C:42]1[CH:52]=[N:51][CH:50]=[CH:49][C:43]=1[C:44]([O:46][CH2:47][CH3:48])=[O:45])[CH3:40], predict the reactants needed to synthesize it. The reactants are: C1(P(C2C=CC=CC=2)C2C=CC=CC=2)C=CC=CC=1.CC(OC(/N=N/C(OC(C)C)=O)=O)C.[C:34]([O:38][CH2:39][CH3:40])(=[O:37])[CH2:35][OH:36].O[C:42]1[CH:52]=[N:51][CH:50]=[CH:49][C:43]=1[C:44]([O:46][CH2:47][CH3:48])=[O:45].